From a dataset of Full USPTO retrosynthesis dataset with 1.9M reactions from patents (1976-2016). Predict the reactants needed to synthesize the given product. (1) Given the product [C:1]([O:9][CH2:10][C@@:11]1([C:33]#[CH:34])[O:15][C@@H:14]([N:16]2[CH:24]=[C:22]([CH3:23])[C:20](=[O:21])[NH:19][C:17]2=[O:18])[CH2:13][C@H:12]1[OH:25])(=[O:8])[C:2]1[CH:3]=[CH:4][CH:5]=[CH:6][CH:7]=1, predict the reactants needed to synthesize it. The reactants are: [C:1]([O:9][CH2:10][C@@:11]1([C:33]#[C:34][Si](C)(C)C)[O:15][C@@H:14]([N:16]2[CH:24]=[C:22]([CH3:23])[C:20](=[O:21])[NH:19][C:17]2=[O:18])[CH2:13][C@H:12]1[O:25][Si](C(C)(C)C)(C)C)(=[O:8])[C:2]1[CH:7]=[CH:6][CH:5]=[CH:4][CH:3]=1.N1C=CN=C1.CC([Si](Cl)(C1C=CC=CC=1)C1C=CC=CC=1)(C)C. (2) The reactants are: Cl[C:2]1[N:7]=[C:6]([C:8]([CH:10]2[C:15](=[O:16])[CH2:14][CH2:13][CH2:12][C:11]2=[O:17])=[O:9])[CH:5]=[CH:4][C:3]=1[C:18]([F:21])([F:20])[F:19].[NH:22]1[CH:26]=[CH:25][CH:24]=[N:23]1.[H-].[Na+].O. Given the product [N:22]1([C:2]2[N:7]=[C:6]([C:8]([CH:10]3[C:15](=[O:16])[CH2:14][CH2:13][CH2:12][C:11]3=[O:17])=[O:9])[CH:5]=[CH:4][C:3]=2[C:18]([F:21])([F:20])[F:19])[CH:26]=[CH:25][CH:24]=[N:23]1, predict the reactants needed to synthesize it.